Dataset: M1 muscarinic receptor antagonist screen with 61,756 compounds. Task: Binary Classification. Given a drug SMILES string, predict its activity (active/inactive) in a high-throughput screening assay against a specified biological target. (1) The result is 0 (inactive). The drug is O=C(N)C1(N2CCCCC2)CCN(CC1)Cc1ccccc1. (2) The molecule is s1c(N2CCCCCC2)nnc1N. The result is 0 (inactive). (3) The compound is O1C(CCC1)COC(=O)C(N1CCOCC1)CC(O)=O. The result is 0 (inactive). (4) The compound is O1C(CCC1)C(=O)Nc1cc2oc3c(c2cc1OC)cccc3. The result is 0 (inactive).